This data is from Full USPTO retrosynthesis dataset with 1.9M reactions from patents (1976-2016). The task is: Predict the reactants needed to synthesize the given product. Given the product [CH2:42]([NH:48][C:30]([C:28]1[CH:27]=[CH:26][C:12]2[N:13]([CH2:14][C:15]3[CH:20]=[CH:19][C:18]([O:21][C:22]([F:23])([F:25])[F:24])=[CH:17][CH:16]=3)[C:9]([CH2:8][O:1][C:2]3[CH:3]=[CH:4][CH:5]=[CH:6][CH:7]=3)=[N:10][C:11]=2[CH:29]=1)=[O:31])[CH2:43][CH2:44][CH2:45][CH2:46][CH3:47], predict the reactants needed to synthesize it. The reactants are: [O:1]([CH2:8][C:9]1[N:13]([CH2:14][C:15]2[CH:20]=[CH:19][C:18]([O:21][C:22]([F:25])([F:24])[F:23])=[CH:17][CH:16]=2)[C:12]2[CH:26]=[CH:27][C:28]([C:30](O)=[O:31])=[CH:29][C:11]=2[N:10]=1)[C:2]1[CH:7]=[CH:6][CH:5]=[CH:4][CH:3]=1.CC(C)N=C=NC(C)C.[CH2:42]([NH2:48])[CH2:43][CH2:44][CH2:45][CH2:46][CH3:47].